From a dataset of Reaction yield outcomes from USPTO patents with 853,638 reactions. Predict the reaction yield, written as a fraction of the theoretical maximum amount of product (1.0 means a 100% yield; for example, 0.34 means a 34% yield). (1) The reactants are [Br:1][C:2]1[S:3][CH:4]=[C:5]([CH2:7][CH2:8][CH2:9][CH2:10][CH2:11][CH3:12])[N:6]=1.[I:13]N1C(=O)CCC1=O. The catalyst is C(#N)C. The product is [Br:1][C:2]1[S:3][C:4]([I:13])=[C:5]([CH2:7][CH2:8][CH2:9][CH2:10][CH2:11][CH3:12])[N:6]=1. The yield is 0.783. (2) The reactants are [Cl:1][C:2]1[CH:3]=[C:4]2[C:8](=[C:9]([CH2:11]O)[CH:10]=1)[N:7]([CH2:13][CH:14]([CH3:16])[CH3:15])[N:6]=[CH:5]2.[CH3:17][O:18][C:19]([C:21]1[CH:22]=[C:23]2[CH:29]=[N:28][NH:27][C:24]2=[N:25][CH:26]=1)=[O:20]. No catalyst specified. The product is [CH3:17][O:18][C:19]([C:21]1[CH:22]=[C:23]2[CH:29]=[N:28][N:27]([CH2:11][C:9]3[CH:10]=[C:2]([Cl:1])[CH:3]=[C:4]4[C:8]=3[N:7]([CH2:13][CH:14]([CH3:16])[CH3:15])[N:6]=[CH:5]4)[C:24]2=[N:25][CH:26]=1)=[O:20]. The yield is 0.530. (3) The reactants are [C:1]([O:5][C:6]([NH:8][C@@H:9]1[CH2:14][CH2:13][C@H:12]([C:15]([OH:17])=O)[CH2:11][CH2:10]1)=[O:7])([CH3:4])([CH3:3])[CH3:2].Cl.[N+:19]([C:22]1[CH:23]=[C:24]([CH:27]=[CH:28][CH:29]=1)[CH2:25][NH2:26])([O-:21])=[O:20].CN(C(ON1N=NC2C=CC=NC1=2)=[N+](C)C)C.F[P-](F)(F)(F)(F)F.CCN(CC)CC. The catalyst is C(Cl)Cl. The product is [C:1]([O:5][C:6](=[O:7])[NH:8][C@H:9]1[CH2:10][CH2:11][C@@H:12]([C:15](=[O:17])[NH:26][CH2:25][C:24]2[CH:27]=[CH:28][CH:29]=[C:22]([N+:19]([O-:21])=[O:20])[CH:23]=2)[CH2:13][CH2:14]1)([CH3:2])([CH3:3])[CH3:4]. The yield is 0.900. (4) The product is [CH3:1][C:2]1[C:3](=[O:10])[NH:4][C:5]([S:9][CH3:15])=[N:6][C:7]=1[CH3:8]. The yield is 0.640. The catalyst is O. The reactants are [CH3:1][C:2]1[C:3](=[O:10])[NH:4][C:5](=[S:9])[NH:6][C:7]=1[CH3:8].[OH-].[Na+].CI.[C:15](O)(=O)C.